Predict the reactants needed to synthesize the given product. From a dataset of Full USPTO retrosynthesis dataset with 1.9M reactions from patents (1976-2016). (1) Given the product [CH3:32][O:31][C:29](=[O:30])[CH2:28][N:22]([S:19]([C:16]1[CH:15]=[CH:14][C:13]([N:12]2[C:8]([C:5]3[CH:6]=[CH:7][C:2]([CH3:1])=[CH:3][CH:4]=3)=[CH:9][C:10]([C:23]([F:24])([F:26])[F:25])=[N:11]2)=[CH:18][CH:17]=1)(=[O:21])=[O:20])[CH2:39][C:33]([O:48][CH3:47])=[O:36], predict the reactants needed to synthesize it. The reactants are: [CH3:1][C:2]1[CH:3]=[CH:4][C:5]([C:8]2[N:12]([C:13]3[CH:14]=[CH:15][C:16]([S:19]([NH2:22])(=[O:21])=[O:20])=[CH:17][CH:18]=3)[N:11]=[C:10]([C:23]([F:26])([F:25])[F:24])[CH:9]=2)=[CH:6][CH:7]=1.Br[CH2:28][C:29]([O:31][CH3:32])=[O:30].[C:33]([O-:36])([O-])=O.[K+].[K+].[C:39]([O-])(O)=O.[Na+].CN([CH:47]=[O:48])C. (2) Given the product [NH2:16][CH:15]([CH2:20][C:21]1[CH:26]=[CH:25][CH:24]=[C:23]([O:27][C:28]([F:32])([F:33])[CH:29]([F:30])[F:31])[CH:22]=1)[CH:14]([C:11]1[CH:10]=[CH:9][C:8]([O:7][C:1]2[CH:2]=[CH:3][CH:4]=[CH:5][CH:6]=2)=[CH:13][CH:12]=1)[OH:18], predict the reactants needed to synthesize it. The reactants are: [C:1]1([O:7][C:8]2[CH:13]=[CH:12][C:11]([CH:14]3[O:18]C(=O)[NH:16][CH:15]3[CH2:20][C:21]3[CH:26]=[CH:25][CH:24]=[C:23]([O:27][C:28]([F:33])([F:32])[CH:29]([F:31])[F:30])[CH:22]=3)=[CH:10][CH:9]=2)[CH:6]=[CH:5][CH:4]=[CH:3][CH:2]=1.[OH-].[Na+].